From a dataset of NCI-60 drug combinations with 297,098 pairs across 59 cell lines. Regression. Given two drug SMILES strings and cell line genomic features, predict the synergy score measuring deviation from expected non-interaction effect. Drug 1: CN1CCC(CC1)COC2=C(C=C3C(=C2)N=CN=C3NC4=C(C=C(C=C4)Br)F)OC. Drug 2: C(CC(=O)O)C(=O)CN.Cl. Synergy scores: CSS=3.83, Synergy_ZIP=-2.11, Synergy_Bliss=0.199, Synergy_Loewe=0.516, Synergy_HSA=-0.277. Cell line: SR.